Task: Predict the reactants needed to synthesize the given product.. Dataset: Full USPTO retrosynthesis dataset with 1.9M reactions from patents (1976-2016) Given the product [CH3:1][O:2][C:3]1[CH:8]=[CH:7][C:6]2[C:9]3[C:10]4[CH2:11][CH2:12][C:13](=[O:18])[C:14]=4[CH:15]=[CH:16][C:17]=3[NH:19][C:5]=2[CH:4]=1, predict the reactants needed to synthesize it. The reactants are: [CH3:1][O:2][C:3]1[CH:8]=[CH:7][C:6]([C:9]2[CH:17]=[CH:16][CH:15]=[C:14]3[C:10]=2[CH2:11][CH2:12][C:13]3=[O:18])=[C:5]([N+:19]([O-])=O)[CH:4]=1.C1(P(C2C=CC=CC=2)C2C=CC=CC=2)C=CC=CC=1.C(OCC)C.